From a dataset of Reaction yield outcomes from USPTO patents with 853,638 reactions. Predict the reaction yield, written as a fraction of the theoretical maximum amount of product (1.0 means a 100% yield; for example, 0.34 means a 34% yield). (1) The reactants are CCN(C(C)C)C(C)C.[C:10]1([N:16]2[CH:20]=[C:19]([C:21]([NH:23][CH2:24][C:25]([OH:27])=O)=[O:22])[N:18]=[N:17]2)[CH:15]=[CH:14][CH:13]=[CH:12][CH:11]=1.C1C=CC2N(O)N=NC=2C=1.CCN=C=NCCCN(C)C.Cl.[NH:50]1[CH2:55][CH2:54][CH:53]([O:56][C:57]2[CH:58]=[C:59]([CH:62]=[CH:63][CH:64]=2)[C:60]#[N:61])[CH2:52][CH2:51]1.Cl.ClC1C=CC=CC=1OC1CCNCC1. The catalyst is CN(C=O)C.O. The product is [C:60]([C:59]1[CH:58]=[C:57]([CH:64]=[CH:63][CH:62]=1)[O:56][CH:53]1[CH2:54][CH2:55][N:50]([C:25](=[O:27])[CH2:24][NH:23][C:21]([C:19]2[N:18]=[N:17][N:16]([C:10]3[CH:11]=[CH:12][CH:13]=[CH:14][CH:15]=3)[CH:20]=2)=[O:22])[CH2:51][CH2:52]1)#[N:61]. The yield is 0.326. (2) The reactants are C([Li])CCC.[F:6][C:7]1[CH:12]=[CH:11][C:10]([C:13]2[NH:14][CH:15]=[CH:16][C:17]=2[C:18]2[CH:23]=[CH:22][N:21]=[CH:20][CH:19]=2)=[CH:9][CH:8]=1.O([Si:32]([CH:39]([CH3:41])[CH3:40])([CH:36]([CH3:38])[CH3:37])[CH:33]([CH3:35])[CH3:34])S(C(F)(F)F)(=O)=O. The catalyst is CCCCCC.O1CCCC1. The product is [F:6][C:7]1[CH:8]=[CH:9][C:10]([C:13]2[N:14]([Si:32]([CH:39]([CH3:41])[CH3:40])([CH:36]([CH3:38])[CH3:37])[CH:33]([CH3:35])[CH3:34])[CH:15]=[CH:16][C:17]=2[C:18]2[CH:23]=[CH:22][N:21]=[CH:20][CH:19]=2)=[CH:11][CH:12]=1. The yield is 1.00. (3) The reactants are S(=O)(=O)(O)O.[Br:6][C:7]1[CH:21]=[C:20]([O:22][CH3:23])[CH:19]=[CH:18][C:8]=1[O:9]/[C:10](=[CH:14]\[C:15]([OH:17])=O)/[C:11]([OH:13])=[O:12].[CH2:24](O)[CH3:25]. No catalyst specified. The product is [Br:6][C:7]1[CH:21]=[C:20]([O:22][CH3:23])[CH:19]=[C:18]2[C:8]=1[O:9][C:10]([C:11]([O:13][CH2:24][CH3:25])=[O:12])=[CH:14][C:15]2=[O:17]. The yield is 0.500. (4) The reactants are [CH3:1][N:2]1[CH2:7][CH2:6][N:5]([C:8]2[CH:13]=[CH:12][C:11]([N+:14]([O-])=O)=[CH:10][C:9]=2[CH3:17])[CH2:4][CH2:3]1. The catalyst is CO.[Pd]. The product is [CH3:1][N:2]1[CH2:3][CH2:4][N:5]([C:8]2[CH:13]=[CH:12][C:11]([NH2:14])=[CH:10][C:9]=2[CH3:17])[CH2:6][CH2:7]1. The yield is 0.860. (5) The reactants are [N+:1]([O-:4])(O)=[O:2].[Br:5][C:6]1[CH:11]=[CH:10][CH:9]=[C:8]([CH3:12])[N+:7]=1[O-:13]. The catalyst is S(=O)(=O)(O)O. The product is [Br:5][C:6]1[CH:11]=[C:10]([N+:1]([O-:4])=[O:2])[CH:9]=[C:8]([CH3:12])[N+:7]=1[O-:13]. The yield is 0.570. (6) The reactants are Br[C:2]1[CH:3]=[C:4]2[C:8](=[CH:9][CH:10]=1)[NH:7][CH:6]=[C:5]2[CH2:11][C:12]([N:14]([CH3:16])[CH3:15])=[O:13].[S:17]1[CH:21]=[CH:20][CH:19]=[C:18]1B(O)O.C(=O)([O-])[O-].[Cs+].[Cs+].[OH-].[Na+]. The catalyst is COCCOC. The product is [CH3:15][N:14]([CH3:16])[C:12](=[O:13])[CH2:11][C:5]1[C:4]2[C:8](=[CH:9][CH:10]=[C:2]([C:18]3[S:17][CH:21]=[CH:20][CH:19]=3)[CH:3]=2)[NH:7][CH:6]=1. The yield is 0.540.